From a dataset of Forward reaction prediction with 1.9M reactions from USPTO patents (1976-2016). Predict the product of the given reaction. (1) Given the reactants [OH:1][CH:2]([C:4]1[CH:5]=[C:6]([OH:10])[CH:7]=[CH:8][CH:9]=1)[CH3:3].[Cl-].[Mg+2].[Cl-].C(N(CC)CC)C.[CH2:21]=[O:22], predict the reaction product. The product is: [OH:10][C:6]1[CH:5]=[C:4]([CH:2]([OH:1])[CH3:3])[CH:9]=[CH:8][C:7]=1[CH:21]=[O:22]. (2) Given the reactants C(OC([NH:8][CH2:9][CH2:10][CH2:11][N:12]1[C:21]2[CH:20]=[C:19]([C:22](O)=[O:23])[CH:18]=[CH:17][C:16]=2[C:15]2=[N:25][N:26](C3CCCCO3)[C:27]([CH3:28])=[C:14]2[C:13]1=[O:35])=O)(C)(C)C.C(N(C(C)C)CC)(C)C.[CH3:45][N:46]([CH3:50])[CH2:47][CH2:48][NH2:49].CN(C(ON1N=NC2C=CC=NC1=2)=[N+](C)C)C.F[P-](F)(F)(F)(F)F, predict the reaction product. The product is: [CH3:45][N:46]([CH3:50])[CH2:47][CH2:48][NH:49][C:22]([C:19]1[CH:18]=[CH:17][C:16]2[C:15]3[C:14](=[C:27]([CH3:28])[NH:26][N:25]=3)[C:13](=[O:35])[N:12]([CH2:11][CH2:10][CH2:9][NH2:8])[C:21]=2[CH:20]=1)=[O:23]. (3) Given the reactants [CH3:1][C:2]1[CH:7]=[C:6]([N:8]2[CH2:13][CH2:12][CH:11]([N:14]3[CH2:18][CH2:17][CH2:16][C@@H:15]3[CH3:19])[CH2:10][CH2:9]2)[CH:5]=[CH:4][C:3]=1[NH2:20].[CH3:21][O:22][C:23]([C:25]1([CH2:35][CH:36]=O)[CH2:30][CH2:29][CH:28]([C:31]([O:33][CH3:34])=[O:32])[CH2:27][CH2:26]1)=[O:24].[BH-](OC(C)=O)(OC(C)=O)OC(C)=O.[Na+].CC(O)=O, predict the reaction product. The product is: [CH3:21][O:22][C:23]([C:25]1([CH2:35][CH2:36][NH:20][C:3]2[CH:4]=[CH:5][C:6]([N:8]3[CH2:9][CH2:10][CH:11]([N:14]4[CH2:18][CH2:17][CH2:16][C@@H:15]4[CH3:19])[CH2:12][CH2:13]3)=[CH:7][C:2]=2[CH3:1])[CH2:26][CH2:27][CH:28]([C:31]([O:33][CH3:34])=[O:32])[CH2:29][CH2:30]1)=[O:24]. (4) Given the reactants [C:1]([C:4]1[CH:18]=[CH:17][C:7]([O:8][CH2:9][C:10]([N:12]([CH2:15][CH3:16])[CH2:13][CH3:14])=[O:11])=[CH:6][CH:5]=1)(=O)[CH3:2].[CH2:19]([NH2:22])[CH2:20][NH2:21], predict the reaction product. The product is: [NH2:21][CH2:20][CH2:19][NH:22][CH:1]([C:4]1[CH:18]=[CH:17][C:7]([O:8][CH2:9][C:10]([N:12]([CH2:15][CH3:16])[CH2:13][CH3:14])=[O:11])=[CH:6][CH:5]=1)[CH3:2]. (5) Given the reactants [CH2:1]([O:3][C:4]([CH:6]1[CH2:11][CH2:10][C:9](=O)[CH2:8][CH2:7]1)=[O:5])[CH3:2].[F:13][C:14]1[CH:19]=[CH:18][CH:17]=[CH:16][C:15]=1[NH2:20].C(O)(=O)C.C(O[BH-](OC(=O)C)OC(=O)C)(=O)C.[Na+], predict the reaction product. The product is: [CH2:1]([O:3][C:4]([CH:6]1[CH2:11][CH2:10][CH2:9][CH:8]([NH:20][C:15]2[CH:16]=[CH:17][CH:18]=[CH:19][C:14]=2[F:13])[CH2:7]1)=[O:5])[CH3:2].